From a dataset of Forward reaction prediction with 1.9M reactions from USPTO patents (1976-2016). Predict the product of the given reaction. The product is: [C:1]([C:5]1[N:9]([CH2:10][CH:11]2[CH2:16][CH2:15][O:14][CH2:13][CH2:12]2)[C:8]2[CH:17]=[CH:18][C:19]([S:21]([N:25]3[CH2:30][CH2:29][CH2:28][CH:27]([C:31]([O:33][CH2:34][CH3:35])=[O:32])[CH2:26]3)(=[O:23])=[O:22])=[CH:20][C:7]=2[N:6]=1)([CH3:4])([CH3:3])[CH3:2]. Given the reactants [C:1]([C:5]1[N:9]([CH2:10][CH:11]2[CH2:16][CH2:15][O:14][CH2:13][CH2:12]2)[C:8]2[CH:17]=[CH:18][C:19]([S:21](Cl)(=[O:23])=[O:22])=[CH:20][C:7]=2[N:6]=1)([CH3:4])([CH3:3])[CH3:2].[NH:25]1[CH2:30][CH2:29][CH2:28][CH:27]([C:31]([O:33][CH2:34][CH3:35])=[O:32])[CH2:26]1, predict the reaction product.